This data is from Catalyst prediction with 721,799 reactions and 888 catalyst types from USPTO. The task is: Predict which catalyst facilitates the given reaction. (1) Reactant: CNC.O1CCCC1.ClCC([N:13]1[CH2:18][CH2:17][O:16][C@@H:15]([CH:19]([NH:27][C:28]2[CH:29]=[C:30]3[C:39](=[CH:40][CH:41]=2)[S:38][C:37]2[C:36]([C:42]4[NH:47][C:46](=[O:48])[CH:45]=[C:44]([N:49]5[CH2:54][CH2:53][O:52][CH2:51][CH2:50]5)[CH:43]=4)=[CH:35][CH:34]=[CH:33][C:32]=2[S:31]3)[C:20]2[CH:25]=[CH:24][C:23]([CH3:26])=[CH:22][N:21]=2)[CH2:14]1)=O.O. Product: [CH3:26][C:23]1[CH:24]=[CH:25][C:20]([CH:19]([NH:27][C:28]2[CH:29]=[C:30]3[C:39](=[CH:40][CH:41]=2)[S:38][C:37]2[C:36]([C:42]4[NH:47][C:46](=[O:48])[CH:45]=[C:44]([N:49]5[CH2:54][CH2:53][O:52][CH2:51][CH2:50]5)[CH:43]=4)=[CH:35][CH:34]=[CH:33][C:32]=2[S:31]3)[C@@H:15]2[O:16][CH2:17][CH2:18][NH:13][CH2:14]2)=[N:21][CH:22]=1. The catalyst class is: 9. (2) Reactant: OS(O)(=O)=O.[Br:6][C:7]1[CH:15]=[CH:14][C:13]([CH3:16])=[CH:12][C:8]=1[C:9]([OH:11])=[O:10].[C:17]([O-])(O)=O.[Na+]. Product: [CH3:17][O:10][C:9](=[O:11])[C:8]1[CH:12]=[C:13]([CH3:16])[CH:14]=[CH:15][C:7]=1[Br:6]. The catalyst class is: 5. (3) Reactant: Cl[C:2]1[CH:7]=[C:6]([Cl:8])[N:5]=[N:4][C:3]=1[C:9]([O:11][CH2:12][CH3:13])=[O:10].[CH3:14][N:15]([CH3:24])[C:16]1[C:21]([CH3:22])=[CH:20][CH:19]=[C:18]([NH2:23])[N:17]=1. Product: [Cl:8][C:6]1[N:5]=[N:4][C:3]([C:9]([O:11][CH2:12][CH3:13])=[O:10])=[C:2]([NH:23][C:18]2[CH:19]=[CH:20][C:21]([CH3:22])=[C:16]([N:15]([CH3:14])[CH3:24])[N:17]=2)[CH:7]=1. The catalyst class is: 10. (4) Reactant: C(OC(=O)[NH:7][C:8]1[CH:13]=[C:12]([CH3:14])[C:11]([C:15]([F:18])([F:17])[F:16])=[CH:10][C:9]=1[NH:19][C:20](=[O:39])[CH2:21][C:22]([C:24]1[CH:29]=[CH:28][CH:27]=[C:26]([C:30]2[CH:31]=[N:32][C:33]([CH2:37][CH3:38])=[CH:34][C:35]=2[CH3:36])[CH:25]=1)=O)(C)(C)C.C(O)(C(F)(F)F)=O. Product: [CH2:37]([C:33]1[N:32]=[CH:31][C:30]([C:26]2[CH:25]=[C:24]([C:22]3[CH2:21][C:20](=[O:39])[NH:19][C:9]4[CH:10]=[C:11]([C:15]([F:16])([F:17])[F:18])[C:12]([CH3:14])=[CH:13][C:8]=4[N:7]=3)[CH:29]=[CH:28][CH:27]=2)=[C:35]([CH3:36])[CH:34]=1)[CH3:38]. The catalyst class is: 2.